Dataset: Forward reaction prediction with 1.9M reactions from USPTO patents (1976-2016). Task: Predict the product of the given reaction. Given the reactants [N+:1]([C:4]1[CH:5]=[C:6]([CH:16]=[CH:17][CH:18]=1)[CH2:7][P:8](=[O:15])([O:12][CH2:13][CH3:14])[O:9][CH2:10][CH3:11])([O-])=O, predict the reaction product. The product is: [NH2:1][C:4]1[CH:5]=[C:6]([CH:16]=[CH:17][CH:18]=1)[CH2:7][P:8](=[O:15])([O:9][CH2:10][CH3:11])[O:12][CH2:13][CH3:14].